The task is: Regression. Given two drug SMILES strings and cell line genomic features, predict the synergy score measuring deviation from expected non-interaction effect.. This data is from NCI-60 drug combinations with 297,098 pairs across 59 cell lines. (1) Drug 1: C(CC(=O)O)C(=O)CN.Cl. Drug 2: CCC1(C2=C(COC1=O)C(=O)N3CC4=CC5=C(C=CC(=C5CN(C)C)O)N=C4C3=C2)O.Cl. Cell line: MDA-MB-231. Synergy scores: CSS=19.8, Synergy_ZIP=-6.46, Synergy_Bliss=-1.41, Synergy_Loewe=4.37, Synergy_HSA=4.66. (2) Drug 1: CC12CCC3C(C1CCC2=O)CC(=C)C4=CC(=O)C=CC34C. Drug 2: C1=C(C(=O)NC(=O)N1)F. Cell line: NCI-H226. Synergy scores: CSS=38.3, Synergy_ZIP=8.14, Synergy_Bliss=6.71, Synergy_Loewe=8.47, Synergy_HSA=9.68. (3) Drug 1: C1CC(=O)NC(=O)C1N2CC3=C(C2=O)C=CC=C3N. Drug 2: C1=CN(C(=O)N=C1N)C2C(C(C(O2)CO)O)O.Cl. Cell line: HOP-62. Synergy scores: CSS=57.0, Synergy_ZIP=0.158, Synergy_Bliss=-0.535, Synergy_Loewe=-34.0, Synergy_HSA=2.55. (4) Drug 1: CNC(=O)C1=CC=CC=C1SC2=CC3=C(C=C2)C(=NN3)C=CC4=CC=CC=N4. Drug 2: CCC(=C(C1=CC=CC=C1)C2=CC=C(C=C2)OCCN(C)C)C3=CC=CC=C3.C(C(=O)O)C(CC(=O)O)(C(=O)O)O. Cell line: SNB-75. Synergy scores: CSS=3.31, Synergy_ZIP=-0.329, Synergy_Bliss=1.97, Synergy_Loewe=0.154, Synergy_HSA=1.01. (5) Drug 1: C1CN1P(=S)(N2CC2)N3CC3. Drug 2: C1C(C(OC1N2C=NC3=C(N=C(N=C32)Cl)N)CO)O. Cell line: M14. Synergy scores: CSS=29.7, Synergy_ZIP=-3.18, Synergy_Bliss=1.58, Synergy_Loewe=-12.2, Synergy_HSA=1.48. (6) Drug 1: CC1=C(C=C(C=C1)C(=O)NC2=CC(=CC(=C2)C(F)(F)F)N3C=C(N=C3)C)NC4=NC=CC(=N4)C5=CN=CC=C5. Drug 2: C1=CC=C(C=C1)NC(=O)CCCCCCC(=O)NO. Cell line: NCI/ADR-RES. Synergy scores: CSS=57.7, Synergy_ZIP=-4.29, Synergy_Bliss=-4.54, Synergy_Loewe=-23.3, Synergy_HSA=-2.66.